Task: Predict the reaction yield, written as a fraction of the theoretical maximum amount of product (1.0 means a 100% yield; for example, 0.34 means a 34% yield).. Dataset: Reaction yield outcomes from USPTO patents with 853,638 reactions (1) The reactants are [O:1]=[C:2]1[C:7]2[CH:8]=[CH:9][CH:10]=[CH:11][C:6]=2[S:5][C:4]([C:12]2[CH:17]=[C:16]([CH2:18][CH2:19][C:20]#[N:21])[CH:15]=[CH:14][N:13]=2)=[N:3]1.C[Si]([N:26]=[N+:27]=[N-:28])(C)C.C([Sn](=O)CCCC)CCC. The catalyst is C1(C)C=CC=CC=1. The product is [NH:26]1[C:20]([CH2:19][CH2:18][C:16]2[CH:15]=[CH:14][N:13]=[C:12]([C:4]3[S:5][C:6]4[CH:11]=[CH:10][CH:9]=[CH:8][C:7]=4[C:2](=[O:1])[N:3]=3)[CH:17]=2)=[N:21][N:28]=[N:27]1. The yield is 0.440. (2) The reactants are Br[C:2]1[CH:3]=[C:4]2[C:8](=[CH:9][C:10]=1[NH:11][C:12]([C:14]1[C:23](=[O:24])[C:22]3[C:17](=[CH:18][CH:19]=[CH:20][CH:21]=3)[NH:16][CH:15]=1)=[O:13])[NH:7][CH:6]=[CH:5]2.[C:25]1(B(O)O)[CH:30]=[CH:29][CH:28]=[CH:27][CH:26]=1.C([O-])([O-])=O.[K+].[K+]. The catalyst is CN(C=O)C.C1C=CC(P(C2C=CC=CC=2)[C-]2C=CC=C2)=CC=1.C1C=CC(P(C2C=CC=CC=2)[C-]2C=CC=C2)=CC=1.Cl[Pd]Cl.[Fe+2]. The product is [O:24]=[C:23]1[C:22]2[C:17](=[CH:18][CH:19]=[CH:20][CH:21]=2)[NH:16][CH:15]=[C:14]1[C:12]([NH:11][C:10]1[CH:9]=[C:8]2[C:4]([CH:5]=[CH:6][NH:7]2)=[CH:3][C:2]=1[C:25]1[CH:30]=[CH:29][CH:28]=[CH:27][CH:26]=1)=[O:13]. The yield is 0.130.